From a dataset of Catalyst prediction with 721,799 reactions and 888 catalyst types from USPTO. Predict which catalyst facilitates the given reaction. (1) Reactant: [Cl:1][C:2]1[CH:7]=[CH:6][C:5]([C:8]2[C:12]([C:13]3[CH:18]=[CH:17][N:16]=[C:15]([NH:19][C:20]4[CH:28]=[CH:27][C:23]([C:24]([OH:26])=O)=[CH:22][CH:21]=4)[N:14]=3)=[CH:11][NH:10][N:9]=2)=[CH:4][CH:3]=1.CN1CCOCC1.F[P-](F)(F)(F)(F)F.N1(O[P+](N(C)C)(N(C)C)N(C)C)C2C=CC=CC=2N=N1.[CH3:63][N:64]1[CH2:69][CH2:68][NH:67][CH2:66][CH2:65]1.C([O-])(O)=O.[Na+]. Product: [Cl:1][C:2]1[CH:7]=[CH:6][C:5]([C:8]2[C:12]([C:13]3[CH:18]=[CH:17][N:16]=[C:15]([NH:19][C:20]4[CH:21]=[CH:22][C:23]([C:24]([N:67]5[CH2:68][CH2:69][N:64]([CH3:63])[CH2:65][CH2:66]5)=[O:26])=[CH:27][CH:28]=4)[N:14]=3)=[CH:11][NH:10][N:9]=2)=[CH:4][CH:3]=1. The catalyst class is: 3. (2) Reactant: [N-]1C=CCC1=O.[CH3:7][CH:8]([NH:10][CH2:11][CH:12]([OH:25])[CH2:13][O:14][C:15]1[CH:16]=[CH:17][CH:18]=[C:19]2[CH:24]=[CH:23][CH:22]=[CH:21][C:20]=12)[CH3:9].Cl. Product: [CH3:9][CH:8]([NH:10][CH2:11][CH:12]([OH:25])[CH2:13][O:14][C:15]1[CH:16]=[CH:17][CH:18]=[C:19]2[CH:24]=[CH:23][CH:22]=[CH:21][C:20]=12)[CH3:7]. The catalyst class is: 6. (3) Reactant: [NH:1]1[C:9]2[C:4](=[CH:5][CH:6]=[CH:7][CH:8]=2)[C:3]([C@H:10]2[C:18]3[C:13](=[CH:14][CH:15]=[CH:16][CH:17]=3)[C:12](=O)[CH2:11]2)=[CH:2]1.[CH3:20][NH2:21].C(O[Si](OCC)(OCC)OCC)C.[H][H]. Product: [NH:1]1[C:9]2[C:4](=[CH:5][CH:6]=[CH:7][CH:8]=2)[C:3]([C@H:10]2[C:18]3[C:13](=[CH:14][CH:15]=[CH:16][CH:17]=3)[C@@H:12]([NH:21][CH3:20])[CH2:11]2)=[CH:2]1. The catalyst class is: 458. (4) Reactant: [NH2:1]/[C:2](=[N:12]\[OH:13])/[CH2:3][NH:4][C:5](=[O:11])[O:6][C:7]([CH3:10])([CH3:9])[CH3:8].[CH3:14][CH2:15]OC(C)=O.CC[O-].[Na+]. Product: [CH3:14][C:15]1[O:13][N:12]=[C:2]([CH2:3][NH:4][C:5](=[O:11])[O:6][C:7]([CH3:9])([CH3:8])[CH3:10])[N:1]=1. The catalyst class is: 14. (5) Reactant: [CH2:1]([O:3][C:4]([C:6]1[C:15](=[O:16])[N:14]2[C:9]([C:10]([CH3:35])=[C:11]([N:18]3[CH2:22][CH2:21][C@H:20]([O:23][N:24]4C(=O)C5C(=CC=CC=5)C4=O)[CH2:19]3)[C:12]([F:17])=[CH:13]2)=[C:8]([CH:36]2[CH2:38][CH2:37]2)[CH:7]=1)=[O:5])[CH3:2].O.NN. Product: [CH2:1]([O:3][C:4]([C:6]1[C:15](=[O:16])[N:14]2[C:9]([C:10]([CH3:35])=[C:11]([N:18]3[CH2:22][CH2:21][C@H:20]([O:23][NH2:24])[CH2:19]3)[C:12]([F:17])=[CH:13]2)=[C:8]([CH:36]2[CH2:37][CH2:38]2)[CH:7]=1)=[O:5])[CH3:2]. The catalyst class is: 412. (6) Reactant: CSC.B.[F:5][C:6]1[CH:7]=[C:8]([CH2:13][C:14](O)=[O:15])[CH:9]=[CH:10][C:11]=1[F:12].CO. Product: [F:5][C:6]1[CH:7]=[C:8]([CH2:13][CH2:14][OH:15])[CH:9]=[CH:10][C:11]=1[F:12]. The catalyst class is: 1.